From a dataset of Peptide-MHC class II binding affinity with 134,281 pairs from IEDB. Regression. Given a peptide amino acid sequence and an MHC pseudo amino acid sequence, predict their binding affinity value. This is MHC class II binding data. The peptide sequence is FNMLKRARNRVSTGS. The MHC is DRB1_0802 with pseudo-sequence DRB1_0802. The binding affinity (normalized) is 0.763.